Task: Predict the reactants needed to synthesize the given product.. Dataset: Full USPTO retrosynthesis dataset with 1.9M reactions from patents (1976-2016) (1) Given the product [NH:15]1[C:16]2[C:21](=[CH:20][CH:19]=[CH:18][CH:17]=2)[C:13]([CH2:12][CH2:11][N:10]2[CH:5]([C:4]3[CH:7]=[CH:8][CH:9]=[C:2]([F:1])[CH:3]=3)[C:25]([C:23](=[O:24])[CH3:22])=[C:26]([OH:27])[C:28]2=[O:29])=[CH:14]1, predict the reactants needed to synthesize it. The reactants are: [F:1][C:2]1[CH:3]=[C:4]([CH:7]=[CH:8][CH:9]=1)[CH:5]=O.[NH2:10][CH2:11][CH2:12][C:13]1[C:21]2[C:16](=[CH:17][CH:18]=[CH:19][CH:20]=2)[NH:15][CH:14]=1.[CH3:22][C:23]([CH2:25][C:26]([C:28](OC)=[O:29])=[O:27])=[O:24]. (2) Given the product [C:20]([C:2]1[CH:3]=[CH:4][C:5]2[S:9][C:8]3[CH2:10][CH2:11][CH:12]([C:14]([O:16][CH2:17][CH3:18])=[O:15])[CH2:13][C:7]=3[C:6]=2[CH:19]=1)#[N:21], predict the reactants needed to synthesize it. The reactants are: Br[C:2]1[CH:3]=[CH:4][C:5]2[S:9][C:8]3[CH2:10][CH2:11][CH:12]([C:14]([O:16][CH2:17][CH3:18])=[O:15])[CH2:13][C:7]=3[C:6]=2[CH:19]=1.[C:20]([Cu])#[N:21].